From a dataset of Reaction yield outcomes from USPTO patents with 853,638 reactions. Predict the reaction yield, written as a fraction of the theoretical maximum amount of product (1.0 means a 100% yield; for example, 0.34 means a 34% yield). (1) The reactants are [Br:1][C:2]1[CH:10]=[CH:9][CH:8]=[C:7]2[C:3]=1[C:4](O)([C:13]1[C:22]([OH:23])=[CH:21][C:16]3[O:17][CH2:18][CH2:19][O:20][C:15]=3[CH:14]=1)[C:5](=[O:12])[N:6]2[CH3:11].C([SiH](CC)CC)C.FC(F)(F)C(O)=O. The catalyst is ClCCl. The product is [Br:1][C:2]1[CH:10]=[CH:9][CH:8]=[C:7]2[C:3]=1[CH:4]([C:13]1[C:22]([OH:23])=[CH:21][C:16]3[O:17][CH2:18][CH2:19][O:20][C:15]=3[CH:14]=1)[C:5](=[O:12])[N:6]2[CH3:11]. The yield is 0.970. (2) The reactants are [F:1][C:2]([F:11])([F:10])[C:3]1[N:8]=[N:7][C:6]([NH2:9])=[CH:5][CH:4]=1.C(=O)([O-])O.[Na+].[Br:17]Br. The catalyst is CO. The product is [Br:17][C:5]1[CH:4]=[C:3]([C:2]([F:1])([F:10])[F:11])[N:8]=[N:7][C:6]=1[NH2:9]. The yield is 0.890. (3) The reactants are [CH3:1][O:2][C:3](=[O:29])[C@@H:4]([NH:14][C:15]([C:17]1[C:18]([CH3:28])=[N:19][C:20]([NH:24][CH2:25][C:26]#[CH:27])=[N:21][C:22]=1[CH3:23])=[O:16])[CH2:5][NH:6][C:7]([O:9]C(C)(C)C)=O.[C:30](O)([C:32](F)(F)F)=O.C(Cl)Cl.CCN(C(C)C)C(C)C.[S:49]1[CH:53]=CC=[C:50]1C(O)=O.CN(C(ON1N=NC2C=CC=CC1=2)=[N+](C)C)C.F[P-](F)(F)(F)(F)F.C1C=CC2N(O)N=NC=2C=1. The catalyst is C(Cl)Cl. The product is [CH3:1][O:2][C:3](=[O:29])[C@@H:4]([NH:14][C:15]([C:17]1[C:22]([CH3:23])=[N:21][C:20]([NH:24][CH2:25][C:26]#[CH:27])=[N:19][C:18]=1[CH3:28])=[O:16])[CH2:5][NH:6][C:7]([C:50]1[S:49][CH:53]=[CH:30][CH:32]=1)=[O:9]. The yield is 0.850.